Dataset: Forward reaction prediction with 1.9M reactions from USPTO patents (1976-2016). Task: Predict the product of the given reaction. Given the reactants CO[C:3]1[CH:4]=C(C(C2C=CC(OC)=C(OC)C=2)=CC(OC)=O)C=C[C:8]=1OC.[CH3:27][O:28][C:29]1[CH:30]=[C:31]([CH:45]=[CH:46][C:47]=1[O:48][CH3:49])[C:32]([C:34]1[CH:39]=[CH:38][C:37]([O:40][CH3:41])=[C:36]([O:42][CH2:43][CH3:44])[CH:35]=1)=O.[Br-].C([P+](C1C=CC=CC=1)(C1C=CC=CC=1)C1C=CC=CC=1)CC.C[Si](C)(C)[N-][Si](C)(C)C.[Li+], predict the reaction product. The product is: [CH3:27][O:28][C:29]1[CH:30]=[C:31]([C:32]([C:34]2[CH:39]=[CH:38][C:37]([O:40][CH3:41])=[C:36]([O:42][CH2:43][CH3:44])[CH:35]=2)=[CH:8][CH2:3][CH3:4])[CH:45]=[CH:46][C:47]=1[O:48][CH3:49].